Dataset: Merck oncology drug combination screen with 23,052 pairs across 39 cell lines. Task: Regression. Given two drug SMILES strings and cell line genomic features, predict the synergy score measuring deviation from expected non-interaction effect. (1) Drug 1: CCN(CC)CCNC(=O)c1c(C)[nH]c(C=C2C(=O)Nc3ccc(F)cc32)c1C. Drug 2: NC1CCCCC1N.O=C(O)C(=O)O.[Pt+2]. Cell line: LOVO. Synergy scores: synergy=-3.22. (2) Drug 1: Cn1nnc2c(C(N)=O)ncn2c1=O. Drug 2: NC(=O)c1cccc2cn(-c3ccc(C4CCCNC4)cc3)nc12. Cell line: PA1. Synergy scores: synergy=87.8. (3) Drug 1: COc1cc(C2c3cc4c(cc3C(OC3OC5COC(C)OC5C(O)C3O)C3COC(=O)C23)OCO4)cc(OC)c1O. Drug 2: Cn1c(=O)n(-c2ccc(C(C)(C)C#N)cc2)c2c3cc(-c4cnc5ccccc5c4)ccc3ncc21. Cell line: NCIH1650. Synergy scores: synergy=12.7. (4) Cell line: NCIH1650. Drug 2: NC1(c2ccc(-c3nc4ccn5c(=O)[nH]nc5c4cc3-c3ccccc3)cc2)CCC1. Synergy scores: synergy=26.9. Drug 1: COc1cccc2c1C(=O)c1c(O)c3c(c(O)c1C2=O)CC(O)(C(=O)CO)CC3OC1CC(N)C(O)C(C)O1. (5) Drug 1: O=P1(N(CCCl)CCCl)NCCCO1. Drug 2: Cn1cc(-c2cnn3c(N)c(Br)c(C4CCCNC4)nc23)cn1. Cell line: MSTO. Synergy scores: synergy=-17.3. (6) Drug 1: N#Cc1ccc(Cn2cncc2CN2CCN(c3cccc(Cl)c3)C(=O)C2)cc1. Drug 2: CNC(=O)c1cc(Oc2ccc(NC(=O)Nc3ccc(Cl)c(C(F)(F)F)c3)cc2)ccn1. Cell line: SW620. Synergy scores: synergy=6.28. (7) Drug 1: O=C(CCCCCCC(=O)Nc1ccccc1)NO. Drug 2: Cn1c(=O)n(-c2ccc(C(C)(C)C#N)cc2)c2c3cc(-c4cnc5ccccc5c4)ccc3ncc21. Cell line: LNCAP. Synergy scores: synergy=96.7. (8) Drug 1: NC(=O)c1cccc2cn(-c3ccc(C4CCCNC4)cc3)nc12. Drug 2: CC1(c2nc3c(C(N)=O)cccc3[nH]2)CCCN1. Cell line: NCIH2122. Synergy scores: synergy=-3.19.